This data is from Forward reaction prediction with 1.9M reactions from USPTO patents (1976-2016). The task is: Predict the product of the given reaction. (1) Given the reactants C([O:3][C:4](=[O:22])[CH2:5][C:6]1[CH:11]=[CH:10][C:9]([N:12]2[C:16]3=[N:17][CH:18]=[CH:19][CH:20]=[C:15]3[N:14]=[CH:13]2)=[CH:8][C:7]=1[Cl:21])C.[Li+].[OH-].Cl, predict the reaction product. The product is: [Cl:21][C:7]1[CH:8]=[C:9]([N:12]2[C:16]3=[N:17][CH:18]=[CH:19][CH:20]=[C:15]3[N:14]=[CH:13]2)[CH:10]=[CH:11][C:6]=1[CH2:5][C:4]([OH:22])=[O:3]. (2) Given the reactants Br[C:2]1[C:3]([Cl:20])=[C:4]2[CH:10]=[CH:9][N:8]([S:11]([C:14]3[CH:19]=[CH:18][CH:17]=[CH:16][CH:15]=3)(=[O:13])=[O:12])[C:5]2=[N:6][CH:7]=1.[CH3:21][O:22][C:23]1[CH:24]=[C:25](B(O)O)[CH:26]=[CH:27][CH:28]=1.C([O-])([O-])=O.[K+].[K+], predict the reaction product. The product is: [Cl:20][C:3]1[C:2]([C:27]2[CH:26]=[CH:25][CH:24]=[C:23]([O:22][CH3:21])[CH:28]=2)=[CH:7][N:6]=[C:5]2[N:8]([S:11]([C:14]3[CH:19]=[CH:18][CH:17]=[CH:16][CH:15]=3)(=[O:13])=[O:12])[CH:9]=[CH:10][C:4]=12. (3) Given the reactants [OH:1][C:2]([C:5]1([S:8]([NH:11]C(=O)OCC2C=CC=CC=2)(=[O:10])=[O:9])[CH2:7][CH2:6]1)([CH3:4])[CH3:3], predict the reaction product. The product is: [OH:1][C:2]([C:5]1([S:8]([NH2:11])(=[O:9])=[O:10])[CH2:6][CH2:7]1)([CH3:4])[CH3:3].